From a dataset of Forward reaction prediction with 1.9M reactions from USPTO patents (1976-2016). Predict the product of the given reaction. Given the reactants [CH3:1][O:2][C:3]1[CH:4]=[C:5]2[C:10](=[CH:11][C:12]=1[O:13][CH3:14])[N:9]=[C:8]([C:15]1([C:18]([F:21])([F:20])[F:19])[CH2:17][CH2:16]1)[N:7]=[C:6]2[N:22]1[CH2:27][CH2:26]N(C2C=CC=CC=2OC)[CH2:24][CH2:23]1.COC1C=CC=CC=1N1CCNCC1.[CH3:50][O:51][C:52]1[CH:57]=[CH:56][CH:55]=[CH:54][C:53]=1[CH:58]1CCNCC1, predict the reaction product. The product is: [CH3:1][O:2][C:3]1[CH:4]=[C:5]2[C:10](=[CH:11][C:12]=1[O:13][CH3:14])[N:9]=[C:8]([C:15]1([C:18]([F:20])([F:21])[F:19])[CH2:16][CH2:17]1)[N:7]=[C:6]2[N:22]1[CH2:27][CH2:26][CH:58]([C:53]2[CH:54]=[CH:55][CH:56]=[CH:57][C:52]=2[O:51][CH3:50])[CH2:24][CH2:23]1.